This data is from Peptide-MHC class I binding affinity with 185,985 pairs from IEDB/IMGT. The task is: Regression. Given a peptide amino acid sequence and an MHC pseudo amino acid sequence, predict their binding affinity value. This is MHC class I binding data. (1) The peptide sequence is KIGVICSSY. The MHC is HLA-B35:01 with pseudo-sequence HLA-B35:01. The binding affinity (normalized) is 0.0847. (2) The MHC is HLA-B45:01 with pseudo-sequence HLA-B45:01. The binding affinity (normalized) is 0.510. The peptide sequence is SEVAVLYQDV. (3) The peptide sequence is EKLKKKSAF. The MHC is HLA-A02:01 with pseudo-sequence HLA-A02:01. The binding affinity (normalized) is 0.0847. (4) The peptide sequence is IEYSDFATSA. The MHC is HLA-B40:01 with pseudo-sequence HLA-B40:01. The binding affinity (normalized) is 0.101.